Dataset: Catalyst prediction with 721,799 reactions and 888 catalyst types from USPTO. Task: Predict which catalyst facilitates the given reaction. (1) Reactant: [F:1][C:2]1[CH:7]=[CH:6][C:5]([C:8]2[CH:9]=[N:10][C:11]([C:14]([F:17])([F:16])[F:15])=[N:12][CH:13]=2)=[CH:4][C:3]=1[CH2:18][N:19]1C(=O)C2C(=CC=CC=2)C1=O.O.NN. Product: [F:1][C:2]1[CH:7]=[CH:6][C:5]([C:8]2[CH:13]=[N:12][C:11]([C:14]([F:15])([F:17])[F:16])=[N:10][CH:9]=2)=[CH:4][C:3]=1[CH2:18][NH2:19]. The catalyst class is: 5. (2) Reactant: Cl[C:2]1[N:7]=[CH:6][C:5]([O:8][C:9]2[CH:10]=[C:11]([N:15]([CH3:17])[CH3:16])[CH:12]=[CH:13][CH:14]=2)=[CH:4][CH:3]=1.[F:18][C:19]1[CH:20]=[C:21]([CH:23]=[CH:24][C:25]=1[F:26])[NH2:22].C1(P(C2C=CC=CC=2)C2C3OC4C(=CC=CC=4P(C4C=CC=CC=4)C4C=CC=CC=4)C(C)(C)C=3C=CC=2)C=CC=CC=1.C(=O)([O-])[O-].[Cs+].[Cs+]. Product: [F:18][C:19]1[CH:20]=[C:21]([NH:22][C:2]2[CH:3]=[CH:4][C:5]([O:8][C:9]3[CH:14]=[CH:13][CH:12]=[C:11]([N:15]([CH3:17])[CH3:16])[CH:10]=3)=[CH:6][N:7]=2)[CH:23]=[CH:24][C:25]=1[F:26]. The catalyst class is: 155. (3) Reactant: [NH2:1][C:2]1[CH:7]=[N:6][C:5]([Br:8])=[CH:4][N:3]=1.Br[CH2:10][C:11]([C:13]1[C:22]2[O:21][CH2:20][CH2:19][O:18][C:17]=2[CH:16]=[CH:15][CH:14]=1)=O.[OH-].[Na+]. Product: [Br:8][C:5]1[N:6]=[CH:7][C:2]2[N:3]([CH:10]=[C:11]([C:13]3[C:22]4[O:21][CH2:20][CH2:19][O:18][C:17]=4[CH:16]=[CH:15][CH:14]=3)[N:1]=2)[CH:4]=1. The catalyst class is: 8. (4) Reactant: [C:1]([O:5][C:6](=[O:18])[NH:7][C:8]1[CH:13]=[CH:12][C:11](Br)=[CH:10][C:9]=1[N+:15]([O-:17])=[O:16])([CH3:4])([CH3:3])[CH3:2].[B:19]1([B:19]2[O:23][C:22]([CH3:25])([CH3:24])[C:21]([CH3:27])([CH3:26])[O:20]2)[O:23][C:22]([CH3:25])([CH3:24])[C:21]([CH3:27])([CH3:26])[O:20]1.CC([O-])=O.[K+]. Product: [C:1]([O:5][C:6](=[O:18])[NH:7][C:8]1[CH:13]=[CH:12][C:11]([B:19]2[O:23][C:22]([CH3:25])([CH3:24])[C:21]([CH3:27])([CH3:26])[O:20]2)=[CH:10][C:9]=1[N+:15]([O-:17])=[O:16])([CH3:4])([CH3:3])[CH3:2]. The catalyst class is: 368.